Dataset: Full USPTO retrosynthesis dataset with 1.9M reactions from patents (1976-2016). Task: Predict the reactants needed to synthesize the given product. (1) Given the product [C:8]([C:10]1[CH:11]=[CH:12][C:13]([CH:16]2[N:21]3[N:22]=[C:23]([NH:25][C:26]([C:27]4[CH:28]=[CH:29][CH:30]=[CH:31][C:32]=4[C:2]([OH:4])=[O:5])=[O:35])[N:24]=[C:20]3[N:19]([C:36]3[CH:41]=[CH:40][CH:39]=[C:38]([C:42]([F:43])([F:45])[F:44])[CH:37]=3)[C:18]([CH3:46])=[C:17]2[C:47]([O:49][CH2:50][CH3:51])=[O:48])=[CH:14][CH:15]=1)#[N:9], predict the reactants needed to synthesize it. The reactants are: O.[C:2](=[O:5])([O-:4])[O-].[K+].[K+].[C:8]([C:10]1[CH:15]=[CH:14][C:13]([CH:16]2[N:21]3[N:22]=[C:23]([N:25]4C(=O)[C:32]5[C:27](=[CH:28][CH:29]=[CH:30][CH:31]=5)[C:26]4=[O:35])[N:24]=[C:20]3[N:19]([C:36]3[CH:41]=[CH:40][CH:39]=[C:38]([C:42]([F:45])([F:44])[F:43])[CH:37]=3)[C:18]([CH3:46])=[C:17]2[C:47]([O:49][CH2:50][CH3:51])=[O:48])=[CH:12][CH:11]=1)#[N:9].Cl. (2) Given the product [C:1]([O:5][C:6]([N:8]1[CH2:13][CH2:12][N:11]([C:14]2[C:23]3[C:18](=[CH:19][C:20]([Cl:24])=[CH:21][CH:22]=3)[N:17]=[C:16]([NH:33][CH2:28][CH2:29][CH2:30][CH2:31][CH3:32])[CH:15]=2)[CH2:10][CH2:9]1)=[O:7])([CH3:4])([CH3:3])[CH3:2], predict the reactants needed to synthesize it. The reactants are: [C:1]([O:5][C:6]([N:8]1[CH2:13][CH2:12][N:11]([C:14]2[C:23]3[C:18](=[CH:19][C:20]([Cl:24])=[CH:21][CH:22]=3)[NH:17][C:16](=O)[CH:15]=2)[CH2:10][CH2:9]1)=[O:7])([CH3:4])([CH3:3])[CH3:2].[H-].[Na+].[CH2:28]([NH2:33])[CH2:29][CH2:30][CH2:31][CH3:32]. (3) Given the product [CH2:17]=[C:18]([C:2]1[C:14]([NH2:15])=[C:13]([C:30]([CH3:31])=[CH2:29])[C:5]2[S:6][C:7]3[CH:12]=[CH:11][CH:10]=[CH:9][C:8]=3[C:4]=2[CH:3]=1)[CH3:22], predict the reactants needed to synthesize it. The reactants are: Br[C:2]1[C:14]([NH2:15])=[C:13](Br)[C:5]2[S:6][C:7]3[CH:12]=[CH:11][CH:10]=[CH:9][C:8]=3[C:4]=2[CH:3]=1.[CH3:17][C:18]1(C)[C:22](C)(C)OB(C(C)=C)O1.[CH:29](=O)[C:30]1C=CC=C[CH:31]=1.P([O-])([O-])([O-])=O.[K+].[K+].[K+]. (4) Given the product [CH3:7][N:8]([CH3:9])[CH:16]1[CH2:21][CH2:20][C:19]([C:22]2[C:26]3=[N:27][CH:28]=[CH:29][CH:30]=[C:25]3[NH:24][CH:23]=2)=[CH:18][CH2:17]1, predict the reactants needed to synthesize it. The reactants are: [H-].[Al+3].[Li+].[H-].[H-].[H-].[CH3:7][N:8]([CH:16]1[CH2:21][CH2:20][C:19]([C:22]2[C:26]3=[N:27][CH:28]=[CH:29][CH:30]=[C:25]3[NH:24][CH:23]=2)=[CH:18][CH2:17]1)[C:9](=O)OC(C)(C)C.C(OCC)(=O)C.